Dataset: Full USPTO retrosynthesis dataset with 1.9M reactions from patents (1976-2016). Task: Predict the reactants needed to synthesize the given product. (1) The reactants are: C[O:2][C:3](=[O:24])[C:4]1[CH:9]=[C:8]([C:10]2[S:11][CH:12]=[C:13]([C:15]3[CH:20]=[CH:19][C:18]([Cl:21])=[C:17]([Cl:22])[CH:16]=3)[N:14]=2)[CH:7]=[CH:6][C:5]=1Br.[Cl:25][C:26]1[CH:31]=[C:30]([C:32]([F:35])([F:34])[F:33])[CH:29]=[CH:28][C:27]=1B(O)O. Given the product [Cl:25][C:26]1[CH:31]=[C:30]([C:32]([F:33])([F:34])[F:35])[CH:29]=[CH:28][C:27]=1[C:5]1[C:4]([C:3]([OH:2])=[O:24])=[CH:9][C:8]([C:10]2[S:11][CH:12]=[C:13]([C:15]3[CH:20]=[CH:19][C:18]([Cl:21])=[C:17]([Cl:22])[CH:16]=3)[N:14]=2)=[CH:7][CH:6]=1, predict the reactants needed to synthesize it. (2) Given the product [S:19]([C:16]1[CH:17]=[CH:18][C:13]([CH3:23])=[CH:14][CH:15]=1)([O:5][CH2:4][CH2:3][O:2][CH3:1])(=[O:21])=[O:20], predict the reactants needed to synthesize it. The reactants are: [CH3:1][O:2][CH2:3][CH2:4][OH:5].C(N(CC)CC)C.[C:13]1([CH3:23])[CH:18]=[CH:17][C:16]([S:19](Cl)(=[O:21])=[O:20])=[CH:15][CH:14]=1.C(Cl)(Cl)Cl.